Dataset: Reaction yield outcomes from USPTO patents with 853,638 reactions. Task: Predict the reaction yield, written as a fraction of the theoretical maximum amount of product (1.0 means a 100% yield; for example, 0.34 means a 34% yield). (1) The product is [NH2:1][C:2](=[O:37])[CH2:3][O:4][C:5]1[C:14]([C:15]2[CH:16]=[CH:17][C:18]3[O:22][C:21]([C:23]4[CH:24]=[CH:25][C:26]([F:29])=[CH:27][CH:28]=4)=[C:20]([C:30](=[O:33])[NH:31][CH3:32])[C:19]=3[CH:34]=2)=[CH:13][C:8]([C:9]([OH:11])=[O:10])=[C:7]([O:35][CH3:36])[CH:6]=1. The catalyst is C1COCC1. The reactants are [NH2:1][C:2](=[O:37])[CH2:3][O:4][C:5]1[C:14]([C:15]2[CH:16]=[CH:17][C:18]3[O:22][C:21]([C:23]4[CH:28]=[CH:27][C:26]([F:29])=[CH:25][CH:24]=4)=[C:20]([C:30](=[O:33])[NH:31][CH3:32])[C:19]=3[CH:34]=2)=[CH:13][C:8]([C:9]([O:11]C)=[O:10])=[C:7]([O:35][CH3:36])[CH:6]=1.CO.[OH-].[Na+]. The yield is 0.600. (2) The reactants are [C:1]([C:5]1[C:6]([OH:17])=[C:7]([CH:10]=[C:11]([C:13]([CH3:16])([CH3:15])[CH3:14])[CH:12]=1)[CH:8]=O)([CH3:4])([CH3:3])[CH3:2].[NH2:18][C:19]1[CH:24]=[CH:23][CH:22]=[CH:21][C:20]=1[SH:25]. The catalyst is C1C=CC=CC=1. The product is [SH:25][C:20]1[CH:21]=[CH:22][CH:23]=[CH:24][C:19]=1[N:18]=[CH:8][C:7]1[CH:10]=[C:11]([C:13]([CH3:16])([CH3:15])[CH3:14])[CH:12]=[C:5]([C:1]([CH3:4])([CH3:3])[CH3:2])[C:6]=1[OH:17]. The yield is 1.00.